From a dataset of Catalyst prediction with 721,799 reactions and 888 catalyst types from USPTO. Predict which catalyst facilitates the given reaction. (1) The catalyst class is: 3. Product: [CH3:15][O:7][C:6](=[O:8])[C:5]1[CH:9]=[CH:10][CH:11]=[C:3]([O:2][CH3:1])[C:4]=1[N+:12]([O-:14])=[O:13]. Reactant: [CH3:1][O:2][C:3]1[C:4]([N+:12]([O-:14])=[O:13])=[C:5]([CH:9]=[CH:10][CH:11]=1)[C:6]([OH:8])=[O:7].[CH3:15]O.O. (2) Reactant: C(OC([N:8]1[CH2:17][CH2:16][C:15]2[N:14]([CH2:18][C:19]3[CH:24]=[CH:23][C:22]([Cl:25])=[CH:21][CH:20]=3)[N:13]=[C:12]([C:26]3[CH:31]=[CH:30][C:29]([Cl:32])=[CH:28][CH:27]=3)[C:11]=2[CH2:10][CH2:9]1)=O)(C)(C)C.C(OC(N1CCC2N(CC3C=CC(Cl)=CC=3)N=C(S(C(F)(F)F)(=O)=O)C=2CC1)=O)(C)(C)C.[O-]P([O-])([O-])=O.[K+].[K+].[K+].ClC1C=CC(B(O)O)=CC=1. Product: [Cl:25][C:22]1[CH:21]=[CH:20][C:19]([CH2:18][N:14]2[C:15]3[CH2:16][CH2:17][NH:8][CH2:9][CH2:10][C:11]=3[C:12]([C:26]3[CH:31]=[CH:30][C:29]([Cl:32])=[CH:28][CH:27]=3)=[N:13]2)=[CH:24][CH:23]=1. The catalyst class is: 1. (3) Reactant: [CH3:1][C:2]1[CH:10]=[CH:9][CH:8]=C2[C:3]=1[C:4](=[N:12][N:13]=CC1(C)CC(C)(C(O)=O)CN1)C(=O)N2.Cl.C(N=C=NCCCN(C)C)C.[OH:37][C:38]1C2N=NNC=2[CH:41]=[CH:40][CH:39]=1.C([N:49]([CH2:52][CH3:53])[CH2:50][CH3:51])C.[NH2:54][C:55]1[CH:60]=[CH:59][CH:58]=[CH:57][C:56]=1[NH:61][C:62](=[O:73])[C:63]1[CH:68]=[CH:67][C:66]([NH:69][CH2:70][CH2:71][NH2:72])=[N:65][CH:64]=1.[CH3:74][N:75]([CH:77]=[O:78])C. Product: [NH2:54][C:55]1[CH:60]=[CH:59][CH:58]=[CH:57][C:56]=1[NH:61][C:62](=[O:73])[C:63]1[CH:68]=[CH:67][C:66]([NH:69][CH2:70][CH2:71][NH:72][C:38]([C:39]2[C:40]([CH3:41])=[C:52]([CH:53]=[N:13][N:12]=[C:4]3[C:3]4[C:74](=[CH:8][CH:9]=[CH:10][C:2]=4[CH3:1])[NH:75][C:77]3=[O:78])[NH:49][C:50]=2[CH3:51])=[O:37])=[N:65][CH:64]=1. The catalyst class is: 170. (4) Reactant: [C:1]([C:3]1[CH:11]=[CH:10][C:6]([C:7]([OH:9])=O)=[CH:5][CH:4]=1)#[N:2].C1(N=C=NC2CCCCC2)CCCCC1.O.ON1C2C=CC=CC=2N=N1.[N:38]1([C:44]2[CH:49]=[CH:48][C:47]([OH:50])=[CH:46][CH:45]=2)[CH2:43][CH2:42][NH:41][CH2:40][CH2:39]1. Product: [OH:50][C:47]1[CH:46]=[CH:45][C:44]([N:38]2[CH2:43][CH2:42][N:41]([C:7]([C:6]3[CH:5]=[CH:4][C:3]([C:1]#[N:2])=[CH:11][CH:10]=3)=[O:9])[CH2:40][CH2:39]2)=[CH:49][CH:48]=1. The catalyst class is: 4.